This data is from Catalyst prediction with 721,799 reactions and 888 catalyst types from USPTO. The task is: Predict which catalyst facilitates the given reaction. (1) Reactant: [Br:1][C:2]1[CH:7]=[CH:6][CH:5]=[C:4](F)[N:3]=1.[NH2:9][NH2:10]. Product: [Br:1][C:2]1[CH:7]=[CH:6][CH:5]=[C:4]([NH:9][NH2:10])[N:3]=1. The catalyst class is: 49. (2) Reactant: [C:1]([C:4]1[S:8][C:7]([C:9]2[CH:10]=[C:11]([Cl:30])[C:12]3[O:16][CH:15]([CH2:17][NH:18][C:19](=[O:28])/[CH:20]=[CH:21]/[C:22]4[N:23]=[N:24][CH:25]=[CH:26][CH:27]=4)[CH2:14][C:13]=3[CH:29]=2)=[CH:6][CH:5]=1)(=[O:3])[CH3:2].[BH4-].[Na+]. Product: [Cl:30][C:11]1[C:12]2[O:16][CH:15]([CH2:17][NH:18][C:19](=[O:28])/[CH:20]=[CH:21]/[C:22]3[N:23]=[N:24][CH:25]=[CH:26][CH:27]=3)[CH2:14][C:13]=2[CH:29]=[C:9]([C:7]2[S:8][C:4]([CH:1]([OH:3])[CH3:2])=[CH:5][CH:6]=2)[CH:10]=1. The catalyst class is: 5. (3) The catalyst class is: 1. Reactant: [O:1]=[C:2]([CH2:6][CH2:7][C:8]([OH:10])=[O:9])[C:3]([OH:5])=[O:4].[H-].[Na+].[Na].[F:14][C:15]([F:29])([F:28])[C:16]1[CH:17]=[C:18]([CH:21]=[C:22]([C:24]([F:27])([F:26])[F:25])[CH:23]=1)[CH2:19]Br. Product: [F:14][C:15]([F:28])([F:29])[C:16]1[CH:17]=[C:18]([CH:21]=[C:22]([C:24]([F:27])([F:25])[F:26])[CH:23]=1)[CH2:19][O:4][C:3](=[O:5])[C:2](=[O:1])[CH2:6][CH2:7][C:8]([OH:10])=[O:9]. (4) Reactant: [N:1]1[NH:2][C:3](=[O:16])[CH2:4][CH:5]2[CH2:11][CH2:10][CH2:9][C:8]3[CH:12]=[CH:13][CH:14]=[CH:15][C:7]=3[C:6]=12.[N+](C1C=C(S([O-])(=O)=O)C=CC=1)([O-])=O.[Na+].[OH-].[Na+].Cl. Product: [O:16]=[C:3]1[NH:2][N:1]=[C:6]2[C:7]3[CH:15]=[CH:14][CH:13]=[CH:12][C:8]=3[CH2:9][CH2:10][CH2:11][C:5]2=[CH:4]1. The catalyst class is: 6. (5) Reactant: [N:1]([C@@H:4]([C@H:31]([C:39]1[CH:44]=[C:43]([F:45])[CH:42]=[C:41]([F:46])[CH:40]=1)[C:32]1[CH:37]=[CH:36][C:35]([F:38])=[CH:34][CH:33]=1)[C:5]([NH:7][C:8]1[CH:9]=[N:10][CH:11]=[C:12]([F:30])[C:13]=1[CH2:14][CH2:15][C@H:16]([NH:23][S:24]([CH:27]1[CH2:29][CH2:28]1)(=[O:26])=[O:25])[CH2:17][NH:18][CH2:19][C@@H:20]([OH:22])[CH3:21])=[O:6])=[N+:2]=[N-:3].[C:47](O[C:47]([O:49][C:50]([CH3:53])([CH3:52])[CH3:51])=[O:48])([O:49][C:50]([CH3:53])([CH3:52])[CH3:51])=[O:48].C(N(CC)CC)C. Product: [N:1]([C@@H:4]([C@H:31]([C:39]1[CH:40]=[C:41]([F:46])[CH:42]=[C:43]([F:45])[CH:44]=1)[C:32]1[CH:33]=[CH:34][C:35]([F:38])=[CH:36][CH:37]=1)[C:5]([NH:7][C:8]1[CH:9]=[N:10][CH:11]=[C:12]([F:30])[C:13]=1[CH2:14][CH2:15][C@H:16]([NH:23][S:24]([CH:27]1[CH2:29][CH2:28]1)(=[O:25])=[O:26])[CH2:17][N:18]([CH2:19][C@@H:20]([OH:22])[CH3:21])[C:47](=[O:48])[O:49][C:50]([CH3:53])([CH3:52])[CH3:51])=[O:6])=[N+:2]=[N-:3]. The catalyst class is: 46. (6) Product: [N:2]1[N:3]([C:7]2[CH:25]=[CH:24][CH:23]=[CH:22][C:8]=2[C:9]([N:11]2[C@H:16]([CH3:17])[CH2:15][CH2:14][C@@H:13]([C:18](=[O:21])[CH2:19][NH:20][C:34](=[O:40])[C:35]([O:37][CH2:38][CH3:39])=[O:36])[CH2:12]2)=[O:10])[N:4]=[CH:5][CH:6]=1. Reactant: Cl.[N:2]1[N:3]([C:7]2[CH:25]=[CH:24][CH:23]=[CH:22][C:8]=2[C:9]([N:11]2[C@H:16]([CH3:17])[CH2:15][CH2:14][C@@H:13]([C:18](=[O:21])[CH2:19][NH2:20])[CH2:12]2)=[O:10])[N:4]=[CH:5][CH:6]=1.C(N(CC)CC)C.Cl[C:34](=[O:40])[C:35]([O:37][CH2:38][CH3:39])=[O:36].O. The catalyst class is: 2. (7) Reactant: Cl.ClC1N=C(NC2CC(C)(C)NC(C)(C)C2)C(F)=C[N:4]=1.[CH:21]1([C:24]2[C:29]([N:30]3[CH:34]=[N:33][N:32]=[N:31]3)=[CH:28][C:27]([NH2:35])=[C:26]([F:36])[CH:25]=2)[CH2:23][CH2:22]1.N1C=NN=N1.Cl[C:43]1[N:48]=[C:47]([NH:49][CH:50]2[CH2:55][C:54]([CH3:57])([CH3:56])[NH:53][C:52]([CH3:59])([CH3:58])[CH2:51]2)[C:46]([F:60])=[CH:45][N:44]=1.NC1C=C(C=CC=1)[C:65](O)=[O:66].N1C=CC=NC=1. Product: [NH3:4].[CH3:65][OH:66].[CH:21]1([C:24]2[C:29]([N:30]3[CH:34]=[N:33][N:32]=[N:31]3)=[CH:28][C:27]([NH:35][C:43]3[N:48]=[C:47]([NH:49][CH:50]4[CH2:51][C:52]([CH3:58])([CH3:59])[NH:53][C:54]([CH3:57])([CH3:56])[CH2:55]4)[C:46]([F:60])=[CH:45][N:44]=3)=[C:26]([F:36])[CH:25]=2)[CH2:23][CH2:22]1. The catalyst class is: 41.